This data is from NCI-60 drug combinations with 297,098 pairs across 59 cell lines. The task is: Regression. Given two drug SMILES strings and cell line genomic features, predict the synergy score measuring deviation from expected non-interaction effect. (1) Drug 1: C1=C(C(=O)NC(=O)N1)N(CCCl)CCCl. Drug 2: N.N.Cl[Pt+2]Cl. Cell line: SF-295. Synergy scores: CSS=33.9, Synergy_ZIP=5.10, Synergy_Bliss=-1.06, Synergy_Loewe=-4.14, Synergy_HSA=-0.111. (2) Drug 1: CC(C)(C#N)C1=CC(=CC(=C1)CN2C=NC=N2)C(C)(C)C#N. Drug 2: C1=NC2=C(N1)C(=S)N=CN2. Cell line: IGROV1. Synergy scores: CSS=9.75, Synergy_ZIP=-3.87, Synergy_Bliss=0.974, Synergy_Loewe=-0.610, Synergy_HSA=0.568.